Dataset: Full USPTO retrosynthesis dataset with 1.9M reactions from patents (1976-2016). Task: Predict the reactants needed to synthesize the given product. (1) Given the product [CH2:1]([N:8]1[C:16]2[C:11](=[CH:12][CH:13]=[C:14]([C:40]3[CH:41]=[CH:42][C:37]([O:32][C:19]([F:30])([F:29])[F:18])=[CH:38][CH:39]=3)[CH:15]=2)[CH:10]=[CH:9]1)[C:2]1[CH:7]=[CH:6][CH:5]=[CH:4][CH:3]=1, predict the reactants needed to synthesize it. The reactants are: [CH2:1]([N:8]1[C:16]2[C:11](=[CH:12][CH:13]=[C:14](Br)[CH:15]=2)[CH:10]=[CH:9]1)[C:2]1[CH:7]=[CH:6][CH:5]=[CH:4][CH:3]=1.[F:18][C:19]([F:30])([F:29])C1C=CC(B(O)O)=CC=1.C(=O)([O-])[O-:32].[Na+].[Na+].[C:37]1(C)[CH:42]=[CH:41][CH:40]=[CH:39][CH:38]=1. (2) Given the product [NH2:24][C:23]1[CH:22]=[CH:21][C:11]([CH2:12][CH:13]2[NH:19][C:18](=[O:20])[CH2:17][CH2:16][CH2:15][CH2:14]2)=[CH:10][C:9]=1[O:8][CH2:1][C:2]1[CH:3]=[CH:4][CH:5]=[CH:6][CH:7]=1, predict the reactants needed to synthesize it. The reactants are: [CH2:1]([O:8][C:9]1[CH:10]=[C:11]([CH:21]=[CH:22][C:23]=1[N+:24]([O-])=O)[CH2:12][CH:13]1[NH:19][C:18](=[O:20])[CH2:17][CH2:16][CH2:15][CH2:14]1)[C:2]1[CH:7]=[CH:6][CH:5]=[CH:4][CH:3]=1.O.O.[Sn](Cl)Cl.O. (3) Given the product [CH2:1]([O:3][C:4](=[O:18])[CH:5]([O:15][CH2:16][CH3:17])[CH2:6][C:7]1[CH:12]=[CH:11][C:10]([O:13][CH2:34][CH2:33][C:31]2[N:32]=[C:28]([C:25]3[CH:26]=[CH:27][C:22]([CH:19]([CH3:20])[CH3:21])=[CH:23][CH:24]=3)[S:29][CH:30]=2)=[C:9]([F:14])[CH:8]=1)[CH3:2], predict the reactants needed to synthesize it. The reactants are: [CH2:1]([O:3][C:4](=[O:18])[CH:5]([O:15][CH2:16][CH3:17])[CH2:6][C:7]1[CH:12]=[CH:11][C:10]([OH:13])=[C:9]([F:14])[CH:8]=1)[CH3:2].[CH:19]([C:22]1[CH:27]=[CH:26][C:25]([C:28]2[S:29][CH:30]=[C:31]([CH2:33][CH2:34]O)[N:32]=2)=[CH:24][CH:23]=1)([CH3:21])[CH3:20].C(OC(CC1C=CC(OCC2N=C(C3C=CC(C(C)C)=CC=3)SC=2)=C(C)C=1)C(O)=O)C.C1(P(C2C=CC=CC=2)C2C=CC=CC=2)C=CC=CC=1.N(C(OCC)=O)=NC(OCC)=O. (4) Given the product [NH2:7][C@@H:8]([CH2:9][C:10]1[CH:19]=[CH:18][C:17]2[C:12](=[CH:13][CH:14]=[CH:15][CH:16]=2)[CH:11]=1)[C:20]([NH:21][CH3:22])=[O:23], predict the reactants needed to synthesize it. The reactants are: C(OC(=O)[NH:7][C@H:8]([C:20](=[O:23])[NH:21][CH3:22])[CH2:9][C:10]1[CH:19]=[CH:18][C:17]2[C:12](=[CH:13][CH:14]=[CH:15][CH:16]=2)[CH:11]=1)(C)(C)C.FC(F)(F)C(O)=O. (5) Given the product [Cl:1][C:2]1[CH:10]=[C:9]([I:11])[C:5]2[O:6][CH2:7][O:8][C:4]=2[C:3]=1[NH:12][C:13]1[C:22]2[C:17](=[CH:18][C:19]([O:27][CH2:28][CH2:29][CH2:30][N:32]3[CH2:37][CH2:36][O:35][CH2:34][CH2:33]3)=[CH:20][C:21]=2[O:23][CH:24]([CH3:26])[CH3:25])[N:16]=[CH:15][N:14]=1, predict the reactants needed to synthesize it. The reactants are: [Cl:1][C:2]1[CH:10]=[C:9]([I:11])[C:5]2[O:6][CH2:7][O:8][C:4]=2[C:3]=1[NH:12][C:13]1[C:22]2[C:17](=[CH:18][C:19]([O:27][CH2:28][CH2:29][CH2:30]Cl)=[CH:20][C:21]=2[O:23][CH:24]([CH3:26])[CH3:25])[N:16]=[CH:15][N:14]=1.[NH:32]1[CH2:37][CH2:36][O:35][CH2:34][CH2:33]1.[I-].[Na+]. (6) The reactants are: [N:1]1([C:8]([O:10][C:11]([CH3:14])([CH3:13])[CH3:12])=[O:9])[CH2:7][CH2:6][CH2:5][NH:4][CH2:3][CH2:2]1.[CH3:15][C:16](=O)[CH3:17]. Given the product [CH:16]([N:4]1[CH2:5][CH2:6][CH2:7][N:1]([C:8]([O:10][C:11]([CH3:14])([CH3:13])[CH3:12])=[O:9])[CH2:2][CH2:3]1)([CH3:17])[CH3:15], predict the reactants needed to synthesize it.